This data is from Full USPTO retrosynthesis dataset with 1.9M reactions from patents (1976-2016). The task is: Predict the reactants needed to synthesize the given product. (1) Given the product [Cl:22][C:17]1[CH:16]=[C:15]([NH:14][C:5]2[C:4]3[C:9](=[CH:10][CH:11]=[C:2]([NH:1][CH2:30][C:27]4[N:26]=[CH:25][N:24]([CH3:23])[C:28]=4[CH3:29])[CH:3]=3)[N:8]=[CH:7][C:6]=2[C:12]#[N:13])[CH:20]=[CH:19][C:18]=1[F:21], predict the reactants needed to synthesize it. The reactants are: [NH2:1][C:2]1[CH:3]=[C:4]2[C:9](=[CH:10][CH:11]=1)[N:8]=[CH:7][C:6]([C:12]#[N:13])=[C:5]2[NH:14][C:15]1[CH:20]=[CH:19][C:18]([F:21])=[C:17]([Cl:22])[CH:16]=1.[CH3:23][N:24]1[C:28]([CH3:29])=[C:27]([CH:30]=O)[N:26]=[CH:25]1.[BH3-]C#N.[Na+]. (2) Given the product [CH3:8][C@@H:7]1[C:9]2[N:10]([S:21]([C:24]3[CH:30]=[CH:29][C:27]([CH3:28])=[CH:26][CH:25]=3)(=[O:23])=[O:22])[CH:11]=[CH:12][C:13]=2[C:14](=[O:15])[NH:6]1, predict the reactants needed to synthesize it. The reactants are: CC(C)([S@@]([NH:6][C@@H:7]([C:9]1[N:10]([S:21]([C:24]2[CH:30]=[CH:29][C:27]([CH3:28])=[CH:26][CH:25]=2)(=[O:23])=[O:22])[CH:11]=[CH:12][C:13]=1[C:14](OC(C)(C)C)=[O:15])[CH3:8])=O)C.Cl.C(O)(C(F)(F)F)=O.CCN(C(C)C)C(C)C. (3) Given the product [SH:17][C:16]1[O:10][C:9]2[C:2](=[C:3]([C:4]#[N:5])[CH:6]=[CH:7][CH:8]=2)[N:1]=1, predict the reactants needed to synthesize it. The reactants are: [NH2:1][C:2]1[C:9]([OH:10])=[CH:8][CH:7]=[CH:6][C:3]=1[C:4]#[N:5].C1N=CN([C:16](N2C=NC=C2)=[S:17])C=1. (4) Given the product [NH2:15][C:12]1[CH:11]=[CH:10][C:9]([C:2]([CH3:1])([CH3:8])[C:3]([O:5][CH2:6][CH3:7])=[O:4])=[CH:14][CH:13]=1, predict the reactants needed to synthesize it. The reactants are: [CH3:1][C:2]([C:9]1[CH:14]=[CH:13][C:12]([N+:15]([O-])=O)=[CH:11][CH:10]=1)([CH3:8])[C:3]([O:5][CH2:6][CH3:7])=[O:4]. (5) Given the product [Br:1][C:2]1[CH:3]=[CH:4][C:5]([NH:10][NH2:11])=[N:6][CH:7]=1, predict the reactants needed to synthesize it. The reactants are: [Br:1][C:2]1[CH:3]=[CH:4][C:5](F)=[N:6][CH:7]=1.O.[NH2:10][NH2:11].C(O)C. (6) Given the product [F:22][C:4]1[CH:3]=[C:2]([NH:1][C:25](=[O:26])[CH:24]([CH3:28])[CH3:23])[CH:7]=[CH:6][C:5]=1[N:8]1[CH2:12][CH2:11][C@H:10]([NH:13][C:14](=[O:20])[O:15][C:16]([CH3:18])([CH3:19])[CH3:17])[C:9]1=[O:21], predict the reactants needed to synthesize it. The reactants are: [NH2:1][C:2]1[CH:7]=[CH:6][C:5]([N:8]2[CH2:12][CH2:11][C@H:10]([NH:13][C:14](=[O:20])[O:15][C:16]([CH3:19])([CH3:18])[CH3:17])[C:9]2=[O:21])=[C:4]([F:22])[CH:3]=1.[CH3:23][CH:24]([CH3:28])[C:25](Cl)=[O:26]. (7) Given the product [CH:11]([C:9]1[CH:10]=[C:2]([CH:28]=[O:29])[CH:3]=[C:4]2[C:8]=1[NH:7][N:6]=[CH:5]2)([CH3:13])[CH3:12], predict the reactants needed to synthesize it. The reactants are: Br[C:2]1[CH:3]=[C:4]2[C:8](=[C:9]([CH:11]([CH3:13])[CH3:12])[CH:10]=1)[NH:7][N:6]=[CH:5]2.[H-].[Na+].C([Li])(CC)C.C1CCCCC1.Cl.[C:28](=O)(O)[O-:29].[Na+]. (8) The reactants are: [ClH:1].[CH2:2]([N:4]1[C:10](=[O:11])[C:9]([CH3:13])([CH3:12])[C:8](=[O:14])[N:7]([CH3:15])[C:6]2[CH:16]=[C:17]([O:20][CH2:21][CH2:22][CH2:23][N:24]([CH2:32][CH2:33][CH2:34][N:35]3[CH:44]=[CH:43][C:42]4[C:37](=[CH:38][CH:39]=[CH:40][CH:41]=4)[C:36]3=[O:45])[CH2:25][C:26]3[CH:31]=[CH:30][N:29]=[CH:28][CH:27]=3)[CH:18]=[CH:19][C:5]1=2)[CH3:3]. Given the product [ClH:1].[ClH:1].[CH2:2]([N:4]1[C:10](=[O:11])[C:9]([CH3:13])([CH3:12])[C:8](=[O:14])[N:7]([CH3:15])[C:6]2[CH:16]=[C:17]([O:20][CH2:21][CH2:22][CH2:23][N:24]([CH2:32][CH2:33][CH2:34][N:35]3[CH:44]=[CH:43][C:42]4[C:37](=[CH:38][CH:39]=[CH:40][CH:41]=4)[C:36]3=[O:45])[CH2:25][C:26]3[CH:27]=[CH:28][N:29]=[CH:30][CH:31]=3)[CH:18]=[CH:19][C:5]1=2)[CH3:3], predict the reactants needed to synthesize it. (9) Given the product [Cl:22][C:23]1[C:33]2[C:34]3[C:26]([CH2:27][CH:28]([OH:35])[C:29]=3[CH:30]=[CH:31][CH:32]=2)=[CH:25][CH:24]=1, predict the reactants needed to synthesize it. The reactants are: C1(=O)C2=C3C(=CC=C2)C=CC=C3C1.ClN1C(=O)CCC1=O.[Cl:22][C:23]1[C:33]2[C:34]3[C:26]([CH2:27][C:28](=[O:35])[C:29]=3[CH:30]=[CH:31][CH:32]=2)=[CH:25][CH:24]=1.[BH4-].[Na+].[Cl-].[NH4+]. (10) Given the product [CH3:25][N:26]([CH2:11][CH2:10][CH2:9][O:8][C:7]1[CH:13]=[CH:14][C:4]([N+:1]([O-:3])=[O:2])=[CH:5][CH:6]=1)[CH3:27], predict the reactants needed to synthesize it. The reactants are: [N+:1]([C:4]1[CH:14]=[CH:13][C:7]([O:8][CH2:9][CH2:10][CH2:11]Cl)=[CH:6][CH:5]=1)([O-:3])=[O:2].C(=O)([O-])[O-].[K+].[K+].C(#N)C.Cl.[CH3:25][NH:26][CH3:27].